This data is from Full USPTO retrosynthesis dataset with 1.9M reactions from patents (1976-2016). The task is: Predict the reactants needed to synthesize the given product. (1) Given the product [CH2:17]([N:24]1[CH:6]=[C:5]([C:13]([O:15][CH3:16])=[O:14])[C:4]2[C:9](=[CH:10][CH:11]=[C:2]([Br:1])[CH:3]=2)[C:8]1=[O:12])[C:18]1[CH:23]=[CH:22][CH:21]=[CH:20][CH:19]=1, predict the reactants needed to synthesize it. The reactants are: [Br:1][C:2]1[CH:3]=[C:4]2[C:9](=[CH:10][CH:11]=1)[C:8](=[O:12])O[CH:6]=[C:5]2[C:13]([O:15][CH3:16])=[O:14].[CH2:17]([NH2:24])[C:18]1[CH:23]=[CH:22][CH:21]=[CH:20][CH:19]=1. (2) Given the product [CH3:1][O:2][C:3]1[CH:4]=[C:5]([CH:32]=[CH:33][C:34]=1[O:35][CH3:36])[CH2:6][CH:7]1[C:13]2[CH:14]=[C:15]([O:20][CH3:21])[C:16]([O:18][CH3:19])=[CH:17][C:12]=2[CH2:11][CH2:10][CH2:9][N:8]1[CH:22]([C:26]1[CH:27]=[CH:28][CH:29]=[CH:30][CH:31]=1)[C:23]([NH:37][CH2:38][CH2:39][C:40]([N:42]([CH3:44])[CH3:43])=[O:41])=[O:25], predict the reactants needed to synthesize it. The reactants are: [CH3:1][O:2][C:3]1[CH:4]=[C:5]([CH:32]=[CH:33][C:34]=1[O:35][CH3:36])[CH2:6][CH:7]1[C:13]2[CH:14]=[C:15]([O:20][CH3:21])[C:16]([O:18][CH3:19])=[CH:17][C:12]=2[CH2:11][CH2:10][CH2:9][N:8]1[CH:22]([C:26]1[CH:31]=[CH:30][CH:29]=[CH:28][CH:27]=1)[C:23]([OH:25])=O.[NH2:37][CH2:38][CH2:39][C:40]([N:42]([CH3:44])[CH3:43])=[O:41]. (3) Given the product [C:22]([OH:23])(=[O:31])/[CH:10]=[CH:11]/[C:24]([OH:30])=[O:25].[CH3:26][NH:27][CH2:22][C:10]1[CH:9]=[C:8]([C:3]2[CH:4]=[CH:5][CH:6]=[CH:7][C:2]=2[CH3:1])[N:12]([S:13]([C:16]2[CH:17]=[N:18][CH:19]=[CH:20][CH:21]=2)(=[O:15])=[O:14])[CH:11]=1, predict the reactants needed to synthesize it. The reactants are: [CH3:1][C:2]1[CH:7]=[CH:6][CH:5]=[CH:4][C:3]=1[C:8]1[N:12]([S:13]([C:16]2[CH:17]=[N:18][CH:19]=[CH:20][CH:21]=2)(=[O:15])=[O:14])[CH:11]=[C:10]([CH:22]=[O:23])[CH:9]=1.[CH3:24][OH:25].[CH3:26][NH2:27].[BH4-].[Na+].[OH2:30].[O:31]1CCCC1. (4) Given the product [CH3:15][O:16][C:2]1[CH:7]=[C:6]([O:21][CH3:20])[C:5]([N+:9]([O-:11])=[O:10])=[CH:4][C:3]=1[N+:12]([O-:14])=[O:13], predict the reactants needed to synthesize it. The reactants are: F[C:2]1[CH:7]=[C:6](F)[C:5]([N+:9]([O-:11])=[O:10])=[CH:4][C:3]=1[N+:12]([O-:14])=[O:13].[CH3:15][O-:16].[Na+].[Na].Cl.[CH3:20][OH:21].